From a dataset of NCI-60 drug combinations with 297,098 pairs across 59 cell lines. Regression. Given two drug SMILES strings and cell line genomic features, predict the synergy score measuring deviation from expected non-interaction effect. Drug 1: C1C(C(OC1N2C=NC3=C(N=C(N=C32)Cl)N)CO)O. Drug 2: CNC(=O)C1=NC=CC(=C1)OC2=CC=C(C=C2)NC(=O)NC3=CC(=C(C=C3)Cl)C(F)(F)F. Cell line: NCI/ADR-RES. Synergy scores: CSS=32.9, Synergy_ZIP=-1.02, Synergy_Bliss=-4.98, Synergy_Loewe=-42.1, Synergy_HSA=-4.83.